Dataset: Full USPTO retrosynthesis dataset with 1.9M reactions from patents (1976-2016). Task: Predict the reactants needed to synthesize the given product. (1) Given the product [N+:8]([C:5]1[N:6]=[CH:7][C:2]([CH:12]([C:13]([O:15][CH2:16][CH3:17])=[O:14])[C:11]([O:19][CH2:20][CH3:21])=[O:18])=[CH:3][CH:4]=1)([O-:10])=[O:9], predict the reactants needed to synthesize it. The reactants are: Br[C:2]1[CH:3]=[CH:4][C:5]([N+:8]([O-:10])=[O:9])=[N:6][CH:7]=1.[C:11]([O:19][CH2:20][CH3:21])(=[O:18])[CH2:12][C:13]([O:15][CH2:16][CH3:17])=[O:14].[H-].[Na+].N1CCC[C@H]1C(O)=O. (2) Given the product [Cl:1][C:2]1[CH:3]=[CH:4][C:5]([C:25]#[N:26])=[C:6]([C:8]2[CH:13]=[CH:12][N:11]([CH:14]([CH2:22][CH3:23])[C:15]([OH:17])=[O:16])[C:10](=[O:24])[CH:9]=2)[CH:7]=1, predict the reactants needed to synthesize it. The reactants are: [Cl:1][C:2]1[CH:3]=[CH:4][C:5]([C:25]#[N:26])=[C:6]([C:8]2[CH:13]=[CH:12][N:11]([CH:14]([CH2:22][CH3:23])[C:15]([O:17]C(C)(C)C)=[O:16])[C:10](=[O:24])[CH:9]=2)[CH:7]=1.C(O)(C(F)(F)F)=O. (3) Given the product [S:33](=[O:36])(=[O:35])([O:27][C:24]1[CH:25]=[CH:26][C:21]([C:19]2[N:18]=[CH:17][N:16]([C:14](=[O:15])[N:13]([CH:10]3[CH2:11][CH2:12][N:7]([CH2:6][C:5]4[CH:29]=[CH:30][C:2]([F:1])=[C:3]([O:31][CH3:32])[CH:4]=4)[CH2:8][CH2:9]3)[CH3:28])[CH:20]=2)=[CH:22][CH:23]=1)[NH2:34], predict the reactants needed to synthesize it. The reactants are: [F:1][C:2]1[CH:30]=[CH:29][C:5]([CH2:6][N:7]2[CH2:12][CH2:11][CH:10]([N:13]([CH3:28])[C:14]([N:16]3[CH:20]=[C:19]([C:21]4[CH:26]=[CH:25][C:24]([OH:27])=[CH:23][CH:22]=4)[N:18]=[CH:17]3)=[O:15])[CH2:9][CH2:8]2)=[CH:4][C:3]=1[O:31][CH3:32].[S:33](Cl)(=[O:36])(=[O:35])[NH2:34]. (4) Given the product [NH2:15][C@@H:14]1[CH2:13][C:12]([CH2:18][O:19][C:20]2[CH:27]=[CH:26][C:23]([C:24]#[N:25])=[CH:22][CH:21]=2)=[C:11]([C:28]2[CH:33]=[CH:32][CH:31]=[CH:30][CH:29]=2)[CH2:10][C@H:9]1[C:3]1[CH:4]=[CH:5][C:6]([Cl:8])=[CH:7][C:2]=1[Cl:1], predict the reactants needed to synthesize it. The reactants are: [Cl:1][C:2]1[CH:7]=[C:6]([Cl:8])[CH:5]=[CH:4][C:3]=1[C@H:9]1[C@H:14]([N+:15]([O-])=O)[CH2:13][C:12]([CH2:18][O:19][C:20]2[CH:27]=[CH:26][C:23]([C:24]#[N:25])=[CH:22][CH:21]=2)=[C:11]([C:28]2[CH:33]=[CH:32][CH:31]=[CH:30][CH:29]=2)[CH2:10]1.